From a dataset of Reaction yield outcomes from USPTO patents with 853,638 reactions. Predict the reaction yield, written as a fraction of the theoretical maximum amount of product (1.0 means a 100% yield; for example, 0.34 means a 34% yield). (1) The reactants are [Cl:1][C:2]1[S:6][C:5]([C:7]([O:9]C)=[O:8])=[CH:4][C:3]=1[C:11]1[N:15]([CH3:16])[N:14]=[CH:13][C:12]=1[CH3:17].[OH-].[K+]. The catalyst is C1COCC1.O. The product is [Cl:1][C:2]1[S:6][C:5]([C:7]([OH:9])=[O:8])=[CH:4][C:3]=1[C:11]1[N:15]([CH3:16])[N:14]=[CH:13][C:12]=1[CH3:17]. The yield is 0.940. (2) The reactants are [N+:1]([C:4]1[CH:5]=[C:6]([S:10]([CH2:13][CH2:14]O)(=[O:12])=[O:11])[CH:7]=[CH:8][CH:9]=1)([O-:3])=[O:2].[CH3:16][NH:17][CH3:18]. The catalyst is C(O)C.ClCCl. The product is [CH3:16][N:17]([CH3:18])[CH2:14][CH2:13][S:10]([C:6]1[CH:7]=[CH:8][CH:9]=[C:4]([N+:1]([O-:3])=[O:2])[CH:5]=1)(=[O:12])=[O:11]. The yield is 0.590.